From a dataset of Forward reaction prediction with 1.9M reactions from USPTO patents (1976-2016). Predict the product of the given reaction. (1) Given the reactants [C:1]([O:5][C:6](=[O:33])[C:7]([S:10][C:11]1[S:12][CH:13]=[C:14]([C:16](=[O:32])[CH2:17][O:18][C:19]2[CH:24]=[CH:23][C:22]([C:25]3[CH:30]=[CH:29][C:28]([F:31])=[CH:27][CH:26]=3)=[CH:21][CH:20]=2)[N:15]=1)([CH3:9])[CH3:8])([CH3:4])([CH3:3])[CH3:2].[BH4-].[Na+].O.Cl, predict the reaction product. The product is: [C:1]([O:5][C:6](=[O:33])[C:7]([S:10][C:11]1[S:12][CH:13]=[C:14]([CH:16]([OH:32])[CH2:17][O:18][C:19]2[CH:20]=[CH:21][C:22]([C:25]3[CH:30]=[CH:29][C:28]([F:31])=[CH:27][CH:26]=3)=[CH:23][CH:24]=2)[N:15]=1)([CH3:9])[CH3:8])([CH3:2])([CH3:3])[CH3:4]. (2) Given the reactants [CH3:1][O:2][C:3]1[CH:14]=[C:13]([N+:15]([O-:17])=[O:16])[CH:12]=[CH:11][C:4]=1[O:5][CH2:6][C:7]([CH3:10])([OH:9])[CH3:8].[CH3:18][Si:19]([CH2:22][CH2:23][O:24][CH2:25]Cl)([CH3:21])[CH3:20].CCN(C(C)C)C(C)C.O, predict the reaction product. The product is: [CH3:1][O:2][C:3]1[CH:14]=[C:13]([N+:15]([O-:17])=[O:16])[CH:12]=[CH:11][C:4]=1[O:5][CH2:6][C:7]([CH3:10])([O:9][CH2:25][O:24][CH2:23][CH2:22][Si:19]([CH3:21])([CH3:20])[CH3:18])[CH3:8]. (3) Given the reactants [CH3:1][Mg]Cl.[C:4]([NH:12][C:13]1([CH2:17][CH:18]=[O:19])[CH2:16][CH2:15][CH2:14]1)(=[O:11])[C:5]1[CH:10]=[CH:9][CH:8]=[CH:7][CH:6]=1.[NH4+].[Cl-], predict the reaction product. The product is: [C:4]([NH:12][C:13]1([CH2:17][CH:18]([OH:19])[CH3:1])[CH2:16][CH2:15][CH2:14]1)(=[O:11])[C:5]1[CH:10]=[CH:9][CH:8]=[CH:7][CH:6]=1. (4) Given the reactants [CH3:1][S:2][CH2:3][CH2:4][NH:5][C:6](=[O:12])[O:7][C:8]([CH3:11])([CH3:10])[CH3:9].C1C=C(Cl)C=C(C(OO)=[O:21])C=1.[OH2:24].C(=O)(O)[O-].[Na+], predict the reaction product. The product is: [CH3:1][S:2]([CH2:3][CH2:4][NH:5][C:6](=[O:12])[O:7][C:8]([CH3:9])([CH3:11])[CH3:10])(=[O:21])=[O:24].